This data is from Reaction yield outcomes from USPTO patents with 853,638 reactions. The task is: Predict the reaction yield, written as a fraction of the theoretical maximum amount of product (1.0 means a 100% yield; for example, 0.34 means a 34% yield). (1) The reactants are [N+:1]([C:4]1[CH:5]=[CH:6][C:7]([F:11])=[C:8]([CH:10]=1)[NH2:9])([O-:3])=[O:2].CO[CH:14]1[CH2:18][CH2:17][CH:16](OC)O1. The catalyst is C(O)(=O)C. The product is [F:11][C:7]1[CH:6]=[CH:5][C:4]([N+:1]([O-:3])=[O:2])=[CH:10][C:8]=1[N:9]1[CH:14]=[CH:18][CH:17]=[CH:16]1. The yield is 0.780. (2) The reactants are [H-].[Na+].[CH2:3]([O:10][C:11]1[CH:12]=[C:13]2[C:18](=[CH:19][CH:20]=1)[C:17]([OH:21])=[C:16]([Br:22])[CH:15]=[CH:14]2)[C:4]1[CH:9]=[CH:8][CH:7]=[CH:6][CH:5]=1.[CH3:23][S:24](Cl)(=[O:26])=[O:25].C(=O)(O)[O-].[Na+]. The catalyst is C1COCC1.O. The product is [CH2:3]([O:10][C:11]1[CH:12]=[C:13]2[C:18](=[CH:19][CH:20]=1)[C:17]([O:21][S:24]([CH3:23])(=[O:26])=[O:25])=[C:16]([Br:22])[CH:15]=[CH:14]2)[C:4]1[CH:5]=[CH:6][CH:7]=[CH:8][CH:9]=1. The yield is 0.800. (3) The reactants are [C:1]([O:5][C:6](=[O:16])[N:7]([CH3:15])[CH:8]1[CH2:13][CH2:12][C:11](=O)[CH2:10][CH2:9]1)([CH3:4])([CH3:3])[CH3:2].[Br-].[C:18]([CH2:21][CH2:22][CH2:23][CH2:24][P+](C1C=CC=CC=1)(C1C=CC=CC=1)C1C=CC=CC=1)([OH:20])=[O:19].[H-].[Na+].CC(O)=O. The catalyst is CN(C=O)C. The product is [C:1]([O:5][C:6]([N:7]([CH3:15])[CH:8]1[CH2:13][CH2:12][C:11](=[CH:24][CH2:23][CH2:22][CH2:21][C:18]([OH:20])=[O:19])[CH2:10][CH2:9]1)=[O:16])([CH3:4])([CH3:3])[CH3:2]. The yield is 0.830.